From a dataset of NCI-60 drug combinations with 297,098 pairs across 59 cell lines. Regression. Given two drug SMILES strings and cell line genomic features, predict the synergy score measuring deviation from expected non-interaction effect. (1) Drug 1: C1=NC2=C(N1)C(=S)N=C(N2)N. Drug 2: B(C(CC(C)C)NC(=O)C(CC1=CC=CC=C1)NC(=O)C2=NC=CN=C2)(O)O. Cell line: K-562. Synergy scores: CSS=38.0, Synergy_ZIP=-0.108, Synergy_Bliss=-2.88, Synergy_Loewe=-2.34, Synergy_HSA=-3.03. (2) Drug 1: CC1C(C(=O)NC(C(=O)N2CCCC2C(=O)N(CC(=O)N(C(C(=O)O1)C(C)C)C)C)C(C)C)NC(=O)C3=C4C(=C(C=C3)C)OC5=C(C(=O)C(=C(C5=N4)C(=O)NC6C(OC(=O)C(N(C(=O)CN(C(=O)C7CCCN7C(=O)C(NC6=O)C(C)C)C)C)C(C)C)C)N)C. Drug 2: C1CN(P(=O)(OC1)NCCCl)CCCl. Cell line: SW-620. Synergy scores: CSS=23.3, Synergy_ZIP=-5.48, Synergy_Bliss=-1.43, Synergy_Loewe=-38.8, Synergy_HSA=-2.06. (3) Drug 1: COC1=CC(=CC(=C1O)OC)C2C3C(COC3=O)C(C4=CC5=C(C=C24)OCO5)OC6C(C(C7C(O6)COC(O7)C8=CC=CS8)O)O. Drug 2: C1C(C(OC1N2C=NC(=NC2=O)N)CO)O. Cell line: U251. Synergy scores: CSS=53.8, Synergy_ZIP=9.92, Synergy_Bliss=10.1, Synergy_Loewe=-5.82, Synergy_HSA=10.0. (4) Drug 1: C1CC(CCC1OC2=C(C(=CC=C2)Cl)F)(CC3=NC(=CC=C3)NC4=NC=CS4)C(=O)O. Drug 2: CN1C=C(C=N1)C2=C3N=C(C(=C(N3N=C2)N)Br)C4CCCNC4. Cell line: SW-620. Synergy scores: CSS=18.5, Synergy_ZIP=-2.11, Synergy_Bliss=3.06, Synergy_Loewe=-9.65, Synergy_HSA=3.05. (5) Drug 1: C1=CC=C(C=C1)NC(=O)CCCCCCC(=O)NO. Drug 2: CC12CCC3C(C1CCC2O)C(CC4=C3C=CC(=C4)O)CCCCCCCCCS(=O)CCCC(C(F)(F)F)(F)F. Cell line: COLO 205. Synergy scores: CSS=8.57, Synergy_ZIP=0.680, Synergy_Bliss=4.00, Synergy_Loewe=0.106, Synergy_HSA=3.00. (6) Drug 1: CC1=CC2C(CCC3(C2CCC3(C(=O)C)OC(=O)C)C)C4(C1=CC(=O)CC4)C. Synergy scores: CSS=14.4, Synergy_ZIP=-2.27, Synergy_Bliss=2.63, Synergy_Loewe=-1.91, Synergy_HSA=3.43. Cell line: U251. Drug 2: CN1C(=O)N2C=NC(=C2N=N1)C(=O)N. (7) Drug 1: C1C(C(OC1N2C=C(C(=O)NC2=O)F)CO)O. Drug 2: C1C(C(OC1N2C=NC(=NC2=O)N)CO)O. Cell line: BT-549. Synergy scores: CSS=28.7, Synergy_ZIP=-2.21, Synergy_Bliss=-0.998, Synergy_Loewe=2.17, Synergy_HSA=2.99.